Dataset: NCI-60 drug combinations with 297,098 pairs across 59 cell lines. Task: Regression. Given two drug SMILES strings and cell line genomic features, predict the synergy score measuring deviation from expected non-interaction effect. (1) Drug 1: C1=CC(=CC=C1CCC2=CNC3=C2C(=O)NC(=N3)N)C(=O)NC(CCC(=O)O)C(=O)O. Drug 2: COC1=C2C(=CC3=C1OC=C3)C=CC(=O)O2. Cell line: NCI/ADR-RES. Synergy scores: CSS=14.0, Synergy_ZIP=0.816, Synergy_Bliss=1.49, Synergy_Loewe=-12.0, Synergy_HSA=-2.71. (2) Drug 1: CCCCCOC(=O)NC1=NC(=O)N(C=C1F)C2C(C(C(O2)C)O)O. Drug 2: C1CN(P(=O)(OC1)NCCCl)CCCl. Cell line: HCT-15. Synergy scores: CSS=0.759, Synergy_ZIP=14.0, Synergy_Bliss=16.5, Synergy_Loewe=-1.89, Synergy_HSA=-0.174. (3) Drug 1: CN1C(=O)N2C=NC(=C2N=N1)C(=O)N. Drug 2: C1=NNC2=C1C(=O)NC=N2. Cell line: SW-620. Synergy scores: CSS=8.12, Synergy_ZIP=-3.24, Synergy_Bliss=-2.71, Synergy_Loewe=-6.94, Synergy_HSA=-4.01. (4) Drug 1: C1=CC(=C2C(=C1NCCNCCO)C(=O)C3=C(C=CC(=C3C2=O)O)O)NCCNCCO. Cell line: SN12C. Synergy scores: CSS=46.5, Synergy_ZIP=-2.24, Synergy_Bliss=0.236, Synergy_Loewe=-16.0, Synergy_HSA=3.26. Drug 2: C1=CC(=CC=C1CC(C(=O)O)N)N(CCCl)CCCl.Cl. (5) Drug 2: C1CC(=O)NC(=O)C1N2C(=O)C3=CC=CC=C3C2=O. Synergy scores: CSS=0.952, Synergy_ZIP=-0.0917, Synergy_Bliss=1.11, Synergy_Loewe=-1.26, Synergy_HSA=0.380. Cell line: OVCAR-5. Drug 1: CCC1(CC2CC(C3=C(CCN(C2)C1)C4=CC=CC=C4N3)(C5=C(C=C6C(=C5)C78CCN9C7C(C=CC9)(C(C(C8N6C)(C(=O)OC)O)OC(=O)C)CC)OC)C(=O)OC)O.OS(=O)(=O)O. (6) Drug 1: CC1=C2C(C(=O)C3(C(CC4C(C3C(C(C2(C)C)(CC1OC(=O)C(C(C5=CC=CC=C5)NC(=O)OC(C)(C)C)O)O)OC(=O)C6=CC=CC=C6)(CO4)OC(=O)C)O)C)O. Drug 2: C1C(C(OC1N2C=NC(=NC2=O)N)CO)O. Cell line: MALME-3M. Synergy scores: CSS=24.6, Synergy_ZIP=-6.02, Synergy_Bliss=-2.59, Synergy_Loewe=-17.7, Synergy_HSA=-0.978. (7) Drug 1: CCN(CC)CCNC(=O)C1=C(NC(=C1C)C=C2C3=C(C=CC(=C3)F)NC2=O)C. Drug 2: CN(CC1=CN=C2C(=N1)C(=NC(=N2)N)N)C3=CC=C(C=C3)C(=O)NC(CCC(=O)O)C(=O)O. Cell line: IGROV1. Synergy scores: CSS=31.8, Synergy_ZIP=-3.09, Synergy_Bliss=-3.05, Synergy_Loewe=-37.3, Synergy_HSA=-3.11.